From a dataset of Reaction yield outcomes from USPTO patents with 853,638 reactions. Predict the reaction yield, written as a fraction of the theoretical maximum amount of product (1.0 means a 100% yield; for example, 0.34 means a 34% yield). (1) The reactants are Br[C:2]1[C:3]([CH3:16])=[C:4]([O:14][CH3:15])[C:5]2[O:9][C:8]([CH3:11])([CH3:10])[CH2:7][C:6]=2[C:12]=1[CH3:13].[CH3:17][C:18]1[CH:23]=[CH:22][C:21]([N:24]2[CH2:29][CH2:28][NH:27][CH2:26][CH2:25]2)=[CH:20][CH:19]=1. No catalyst specified. The product is [CH3:15][O:14][C:4]1[C:5]2[O:9][C:8]([CH3:11])([CH3:10])[CH2:7][C:6]=2[C:12]([CH3:13])=[C:2]([N:27]2[CH2:28][CH2:29][N:24]([C:21]3[CH:22]=[CH:23][C:18]([CH3:17])=[CH:19][CH:20]=3)[CH2:25][CH2:26]2)[C:3]=1[CH3:16]. The yield is 0.550. (2) The reactants are [Cl:1][C:2]1[N:7]=[C:6]([C@:8]([NH:16][S@@:17]([C:19]([CH3:22])([CH3:21])[CH3:20])=[O:18])([CH3:15])[CH2:9][C:10](OCC)=[O:11])[C:5]([F:23])=[CH:4][CH:3]=1.[BH4-].[Li+].CCO.[NH4+].[Cl-]. The catalyst is O1CCCC1. The product is [Cl:1][C:2]1[N:7]=[C:6]([C@@:8]([NH:16][S@@:17]([C:19]([CH3:22])([CH3:21])[CH3:20])=[O:18])([CH2:9][CH2:10][OH:11])[CH3:15])[C:5]([F:23])=[CH:4][CH:3]=1. The yield is 0.865.